Task: Regression. Given two drug SMILES strings and cell line genomic features, predict the synergy score measuring deviation from expected non-interaction effect.. Dataset: NCI-60 drug combinations with 297,098 pairs across 59 cell lines (1) Drug 1: C1=NC2=C(N=C(N=C2N1C3C(C(C(O3)CO)O)O)F)N. Drug 2: CCC1=C2CN3C(=CC4=C(C3=O)COC(=O)C4(CC)O)C2=NC5=C1C=C(C=C5)O. Cell line: SK-MEL-28. Synergy scores: CSS=14.8, Synergy_ZIP=-5.52, Synergy_Bliss=-0.528, Synergy_Loewe=-9.18, Synergy_HSA=-2.59. (2) Drug 1: C(=O)(N)NO. Drug 2: C1CN(P(=O)(OC1)NCCCl)CCCl. Cell line: U251. Synergy scores: CSS=0.117, Synergy_ZIP=2.90, Synergy_Bliss=6.90, Synergy_Loewe=4.79, Synergy_HSA=3.89. (3) Cell line: T-47D. Synergy scores: CSS=3.28, Synergy_ZIP=-1.10, Synergy_Bliss=1.17, Synergy_Loewe=-2.83, Synergy_HSA=0.265. Drug 1: CC12CCC(CC1=CCC3C2CCC4(C3CC=C4C5=CN=CC=C5)C)O. Drug 2: CN(C)N=NC1=C(NC=N1)C(=O)N. (4) Drug 2: C1CN(CCN1C(=O)CCBr)C(=O)CCBr. Synergy scores: CSS=3.36, Synergy_ZIP=-2.01, Synergy_Bliss=-1.98, Synergy_Loewe=-0.886, Synergy_HSA=-1.84. Drug 1: CN1C2=C(C=C(C=C2)N(CCCl)CCCl)N=C1CCCC(=O)O.Cl. Cell line: MDA-MB-435. (5) Drug 1: C1=CC=C(C=C1)NC(=O)CCCCCCC(=O)NO. Drug 2: CS(=O)(=O)OCCCCOS(=O)(=O)C. Cell line: NCI/ADR-RES. Synergy scores: CSS=51.6, Synergy_ZIP=-2.35, Synergy_Bliss=-1.16, Synergy_Loewe=-42.4, Synergy_HSA=1.94.